From a dataset of Full USPTO retrosynthesis dataset with 1.9M reactions from patents (1976-2016). Predict the reactants needed to synthesize the given product. (1) Given the product [CH3:1][C:2]1[N:3]([C:17]2[CH:22]=[CH:21][N:20]([CH3:24])[C:19](=[O:23])[CH:18]=2)[C:4]([CH3:16])=[C:5]([C:7]#[C:8][C:9]2[CH:10]=[C:11]([CH3:15])[CH:12]=[CH:13][CH:14]=2)[N:6]=1, predict the reactants needed to synthesize it. The reactants are: [CH3:1][C:2]1[N:3]([C:17]2[CH:22]=[CH:21][NH:20][C:19](=[O:23])[CH:18]=2)[C:4]([CH3:16])=[C:5]([C:7]#[C:8][C:9]2[CH:10]=[C:11]([CH3:15])[CH:12]=[CH:13][CH:14]=2)[N:6]=1.[CH3:24]I. (2) The reactants are: [Li+].[OH-].[NH2:3][C:4]1[C:9]([C:10]([F:13])([F:12])[F:11])=[CH:8][C:7]([CH2:14][C@@H:15]([O:36][C:37]([N:39]2[CH2:44][CH2:43][CH:42]([N:45]3[CH2:51][CH2:50][C:49]4[CH:52]=[CH:53][CH:54]=[CH:55][C:48]=4[NH:47][C:46]3=[O:56])[CH2:41][CH2:40]2)=[O:38])[C:16]([N:18]2[CH2:23][CH2:22][CH:21]([N:24]3[CH2:29][CH2:28][C:27]([CH3:35])([C:30]([O:32]CC)=[O:31])[CH2:26][CH2:25]3)[CH2:20][CH2:19]2)=[O:17])=[CH:6][C:5]=1[Cl:57]. Given the product [NH2:3][C:4]1[C:9]([C:10]([F:12])([F:11])[F:13])=[CH:8][C:7]([CH2:14][C@@H:15]([O:36][C:37]([N:39]2[CH2:40][CH2:41][CH:42]([N:45]3[CH2:51][CH2:50][C:49]4[CH:52]=[CH:53][CH:54]=[CH:55][C:48]=4[NH:47][C:46]3=[O:56])[CH2:43][CH2:44]2)=[O:38])[C:16]([N:18]2[CH2:19][CH2:20][CH:21]([N:24]3[CH2:29][CH2:28][C:27]([CH3:35])([C:30]([OH:32])=[O:31])[CH2:26][CH2:25]3)[CH2:22][CH2:23]2)=[O:17])=[CH:6][C:5]=1[Cl:57], predict the reactants needed to synthesize it. (3) Given the product [OH2:3].[OH2:26].[ClH:4].[CH3:12][N:13]1[C:14]2[CH2:19][CH2:18][CH:17]([CH2:16][N:29]3[CH:30]=[CH:31][N:32]=[C:28]3[CH3:27])[C:1](=[O:3])[C:2]=2[C:20]2[C:25]1=[CH:24][CH:23]=[CH:22][CH:21]=2, predict the reactants needed to synthesize it. The reactants are: [C:1]([Cl:4])(=[O:3])[CH3:2].CN(CN(C)C)C.[CH3:12][N:13]1[C:25]2[CH2:24][CH2:23][CH2:22][C:21](=[O:26])[C:20]=2[C:19]2[C:14]1=C[CH:16]=[CH:17][CH:18]=2.[CH3:27][C:28]1[NH:29][CH:30]=[CH:31][N:32]=1. (4) Given the product [N+:18]([C:21]1[CH:22]=[C:23](/[CH:24]=[CH:3]/[C:4]2[CH:5]=[CH:6][CH:7]=[CH:8][CH:9]=2)[CH:26]=[CH:27][CH:28]=1)([O-:20])=[O:19], predict the reactants needed to synthesize it. The reactants are: [H-].[Na+].[CH2:3](P(=O)(OCC)OCC)[C:4]1[CH:9]=[CH:8][CH:7]=[CH:6][CH:5]=1.[N+:18]([C:21]1[CH:22]=[C:23]([CH:26]=[CH:27][CH:28]=1)[CH:24]=O)([O-:20])=[O:19].Cl. (5) Given the product [C:1]([C:3]1[CH:4]=[C:5]([C:6]2[NH:34][C@@H:32]([CH3:33])[C:31]([C:28]3[CH:29]=[CH:30][C:25]([F:24])=[CH:26][CH:27]=3)([C:36]3[CH:37]=[N:38][C:39]([F:42])=[CH:40][CH:41]=3)[N:35]=2)[CH:9]=[CH:10][CH:11]=1)#[N:2], predict the reactants needed to synthesize it. The reactants are: [C:1]([C:3]1[CH:4]=[C:5]([CH:9]=[CH:10][CH:11]=1)[C:6](O)=O)#[N:2].[Cl-].ClC1N(C)CC[NH+]1C.ClCCl.[F:24][C:25]1[CH:30]=[CH:29][C:28]([C:31]([C:36]2[CH:37]=[N:38][C:39]([F:42])=[CH:40][CH:41]=2)([NH2:35])[C@@H:32]([NH2:34])[CH3:33])=[CH:27][CH:26]=1.C(=O)([O-])O.[Na+]. (6) Given the product [CH3:40][O:39][C:36]1[CH:37]=[CH:38][C:33]([C:31](=[O:32])[CH2:30][N:1]2[CH2:5][CH2:4][CH2:3][CH:2]2[C:6]2[CH:21]=[CH:20][CH:19]=[C:8]([O:9][CH2:10][CH2:11][CH2:12][N:13]3[CH2:18][CH2:17][CH2:16][CH2:15][CH2:14]3)[CH:7]=2)=[CH:34][CH:35]=1, predict the reactants needed to synthesize it. The reactants are: [NH:1]1[CH2:5][CH2:4][CH2:3][CH:2]1[C:6]1[CH:7]=[C:8]([CH:19]=[CH:20][CH:21]=1)[O:9][CH2:10][CH2:11][CH2:12][N:13]1[CH2:18][CH2:17][CH2:16][CH2:15][CH2:14]1.C(N(CC)CC)C.Br[CH2:30][C:31]([C:33]1[CH:38]=[CH:37][C:36]([O:39][CH3:40])=[CH:35][CH:34]=1)=[O:32].